The task is: Predict the reactants needed to synthesize the given product.. This data is from Full USPTO retrosynthesis dataset with 1.9M reactions from patents (1976-2016). (1) Given the product [Cl:39][C:33]1[CH:34]=[CH:35][C:36]([Cl:38])=[CH:37][C:32]=1[N:30]1[C:18](=[O:19])[C:11]2[C@@H:12]3[C:15]([CH3:17])([CH3:16])[C@@:9]([CH3:8])([CH2:14][CH2:13]3)[C:10]=2[N:29]1[CH3:27], predict the reactants needed to synthesize it. The reactants are: C(N(CC)CC)C.[CH3:8][C@:9]12[C:15]([CH3:17])([CH3:16])[C@H:12]([CH2:13][CH2:14]1)[CH:11]([C:18](Cl)=[O:19])[C:10]2=O.C(O[C:27]([NH:29][N:30]([C:32]1[CH:37]=[C:36]([Cl:38])[CH:35]=[CH:34][C:33]=1[Cl:39])C)=O)(C)(C)C.Cl.O1CCOCC1. (2) Given the product [CH2:8]([O:15][C:16]1[CH:21]=[CH:20][C:19]([N:22]2[C:23](=[O:24])[C:25]3[C:30]([Cl:31])=[N:29][CH:28]=[N:27][C:26]=3[O:35][CH2:34][CH2:33]2)=[CH:18][C:17]=1[F:36])[C:9]1[CH:14]=[CH:13][CH:12]=[CH:11][CH:10]=1, predict the reactants needed to synthesize it. The reactants are: C(N(CC)CC)C.[CH2:8]([O:15][C:16]1[CH:21]=[CH:20][C:19]([N:22]([CH2:33][CH2:34][OH:35])[C:23]([C:25]2[C:26](Cl)=[N:27][CH:28]=[N:29][C:30]=2[Cl:31])=[O:24])=[CH:18][C:17]=1[F:36])[C:9]1[CH:14]=[CH:13][CH:12]=[CH:11][CH:10]=1.